From a dataset of Forward reaction prediction with 1.9M reactions from USPTO patents (1976-2016). Predict the product of the given reaction. (1) Given the reactants [F:1][C:2]([C:5]1[O:9][C:8]([CH2:10][N:11]2[CH:15]=[CH:14][C:13]([NH2:16])=[N:12]2)=[CH:7][CH:6]=1)([F:4])[CH3:3].[Cl:17][C:18]1[CH:23]=[C:22]([Cl:24])[CH:21]=[CH:20][C:19]=1/[CH:25]=[CH:26]/[C:27](O)=[O:28], predict the reaction product. The product is: [Cl:17][C:18]1[CH:23]=[C:22]([Cl:24])[CH:21]=[CH:20][C:19]=1/[CH:25]=[CH:26]/[C:27]([NH:16][C:13]1[CH:14]=[CH:15][N:11]([CH2:10][C:8]2[O:9][C:5]([C:2]([F:1])([F:4])[CH3:3])=[CH:6][CH:7]=2)[N:12]=1)=[O:28]. (2) Given the reactants Cl[CH2:2][CH2:3][CH2:4][O:5][C:6]1[CH:14]=[CH:13][C:12]2[N:11]3[C@H:15]([CH3:20])[CH2:16][NH:17][C:18](=[O:19])[C:10]3=[CH:9][C:8]=2[CH:7]=1.[NH:21]1[CH2:26][CH2:25][CH2:24][CH2:23][CH2:22]1.C(=O)([O-])[O-].[K+].[K+].[I-].[K+], predict the reaction product. The product is: [CH3:20][C@H:15]1[N:11]2[C:12]3[CH:13]=[CH:14][C:6]([O:5][CH2:4][CH2:3][CH2:2][N:21]4[CH2:26][CH2:25][CH2:24][CH2:23][CH2:22]4)=[CH:7][C:8]=3[CH:9]=[C:10]2[C:18](=[O:19])[NH:17][CH2:16]1.